The task is: Predict the product of the given reaction.. This data is from Forward reaction prediction with 1.9M reactions from USPTO patents (1976-2016). (1) Given the reactants C([O:3][C:4](=[O:25])[CH2:5][NH:6][C:7]1[N:8]([CH2:22][CH2:23][CH3:24])[C:9](=[O:21])[C:10]2[NH:11][C:12]([CH:16]3[CH2:20][CH2:19][CH2:18][CH2:17]3)=[N:13][C:14]=2[N:15]=1)C.C1COCC1.[OH-].[Na+].Cl, predict the reaction product. The product is: [CH:16]1([C:12]2[NH:11][C:10]3[C:9](=[O:21])[N:8]([CH2:22][CH2:23][CH3:24])[C:7]([NH:6][CH2:5][C:4]([OH:25])=[O:3])=[N:15][C:14]=3[N:13]=2)[CH2:17][CH2:18][CH2:19][CH2:20]1. (2) Given the reactants [NH2:1][C:2]1[CH:3]=[CH:4][C:5]([F:18])=[C:6]([C@:8]2([CH3:17])[C@@H:14]([F:15])[CH2:13][O:12][CH2:11][C:10]([NH2:16])=[N:9]2)[CH:7]=1.[O:19]1[CH2:24][CH2:23][CH2:22][C:21](=O)[CH2:20]1, predict the reaction product. The product is: [F:15][C@H:14]1[CH2:13][O:12][CH2:11][C:10]([NH2:16])=[N:9][C@@:8]1([C:6]1[CH:7]=[C:2]([NH:1][CH:21]2[CH2:22][CH2:23][CH2:24][O:19][CH2:20]2)[CH:3]=[CH:4][C:5]=1[F:18])[CH3:17]. (3) Given the reactants [CH3:1][NH:2][CH2:3][C:4]1[S:5][CH:6]=[CH:7][CH:8]=1.[CH2:9](Cl)[C:10]#[CH:11].C(N(C(C)C)CC)(C)C, predict the reaction product. The product is: [CH3:1][N:2]([CH2:3][C:4]1[S:5][CH:6]=[CH:7][CH:8]=1)[CH2:11][C:10]#[CH:9]. (4) Given the reactants Cl[CH2:2][CH2:3][CH2:4][CH2:5][C:6]([C:8]1[CH:13]=[CH:12][C:11]([N+:14]([O-:16])=[O:15])=[CH:10][CH:9]=1)=[O:7].[NH:17]1[CH2:22][CH2:21][CH:20]([C:23]2[CH:24]=[C:25]([NH:29][C:30]([CH:32]3[CH2:34][CH2:33]3)=[O:31])[CH:26]=[CH:27][CH:28]=2)[CH2:19][CH2:18]1, predict the reaction product. The product is: [N+:14]([C:11]1[CH:12]=[CH:13][C:8]([C:6](=[O:7])[CH2:5][CH2:4][CH2:3][CH2:2][N:17]2[CH2:22][CH2:21][CH:20]([C:23]3[CH:24]=[C:25]([NH:29][C:30]([CH:32]4[CH2:33][CH2:34]4)=[O:31])[CH:26]=[CH:27][CH:28]=3)[CH2:19][CH2:18]2)=[CH:9][CH:10]=1)([O-:16])=[O:15]. (5) Given the reactants FC(F)(F)C(O)=O.[NH:8]1[CH2:12][CH2:11][C@H:10]([CH2:13][NH:14][C:15]([C:17]2[S:18][C:19]([Cl:22])=[CH:20][CH:21]=2)=[O:16])[CH2:9]1.[N+](C1C=CC([O:32][C:33](=O)[NH:34][C:35]2[CH:40]=[CH:39][C:38]([N:41]3[CH2:46][CH2:45][O:44][CH2:43][C:42]3=[O:47])=[CH:37][C:36]=2[F:48])=CC=1)([O-])=O, predict the reaction product. The product is: [F:48][C:36]1[CH:37]=[C:38]([N:41]2[CH2:46][CH2:45][O:44][CH2:43][C:42]2=[O:47])[CH:39]=[CH:40][C:35]=1[NH:34][C:33]([N:8]1[CH2:12][CH2:11][C@H:10]([CH2:13][NH:14][C:15]([C:17]2[S:18][C:19]([Cl:22])=[CH:20][CH:21]=2)=[O:16])[CH2:9]1)=[O:32]. (6) Given the reactants C[O:2][C:3]1[CH:17]=[C:16]([CH3:18])[CH:15]=[CH:14][C:4]=1[O:5][C:6]1[CH:13]=[CH:12][C:9]([CH:10]=[O:11])=[CH:8][CH:7]=1.B(Br)(Br)Br, predict the reaction product. The product is: [OH:2][C:3]1[CH:17]=[C:16]([CH3:18])[CH:15]=[CH:14][C:4]=1[O:5][C:6]1[CH:13]=[CH:12][C:9]([CH:10]=[O:11])=[CH:8][CH:7]=1.